This data is from Catalyst prediction with 721,799 reactions and 888 catalyst types from USPTO. The task is: Predict which catalyst facilitates the given reaction. (1) Reactant: [Cl:1][C:2]1C=[CH:9][C:8]([N:11]([CH3:28])[C:12]([C:14]2[N:18]([CH3:19])[N:17]=[C:16]([C:20]([F:23])([F:22])[F:21])[C:15]=2[C:24]([F:27])([F:26])[F:25])=[O:13])=[CH:7][C:3]=1C(O)=O.CN(C)C=O.[C:34](Cl)(=O)[C:35]([Cl:37])=[O:36]. Product: [Cl:1][C:2]1[CH:3]=[CH:7][C:8]([N:11]([CH3:28])[C:12]([C:14]2[N:18]([CH3:19])[N:17]=[C:16]([C:20]([F:23])([F:22])[F:21])[C:15]=2[C:24]([F:25])([F:26])[F:27])=[O:13])=[CH:9][C:34]=1[C:35]([Cl:37])=[O:36]. The catalyst class is: 4. (2) Reactant: [Cl:1][C:2]1[CH:3]=[C:4]([NH:12][C@H:13]2[C@H:17]([OH:18])[CH2:16][O:15][CH2:14]2)[C:5]([CH3:11])=[C:6]([CH:10]=1)[C:7]([O-:9])=[O:8].[CH:19](=O)[CH3:20].[C:22](O)(=O)C.C(O[BH-](OC(=O)C)OC(=O)C)(=O)C.[Na+]. Product: [Cl:1][C:2]1[CH:3]=[C:4]([N:12]([CH2:19][CH3:20])[C@H:13]2[C@H:17]([OH:18])[CH2:16][O:15][CH2:14]2)[C:5]([CH3:11])=[C:6]([CH:10]=1)[C:7]([O:9][CH3:22])=[O:8]. The catalyst class is: 68. (3) Reactant: [F:1][C:2]1[CH:3]=[C:4]([CH:6]=[CH:7][C:8]=1[O:9][C:10]1[CH:15]=[CH:14][N:13]=[C:12]2[CH:16]=[C:17]([C:19]3[CH:20]=[N:21][N:22]([CH2:24][CH2:25][N:26]4[CH2:31][CH2:30][N:29]([CH3:32])[CH2:28][CH2:27]4)[CH:23]=3)[S:18][C:11]=12)[NH2:5].[N:33]1[CH:38]=[CH:37][CH:36]=C[CH:34]=1.ClC(OC1C=CC=CC=1)=[O:41].C1(N)CC1. Product: [CH:38]1([NH:33][C:34]([NH:5][C:4]2[CH:6]=[CH:7][C:8]([O:9][C:10]3[CH:15]=[CH:14][N:13]=[C:12]4[CH:16]=[C:17]([C:19]5[CH:20]=[N:21][N:22]([CH2:24][CH2:25][N:26]6[CH2:27][CH2:28][N:29]([CH3:32])[CH2:30][CH2:31]6)[CH:23]=5)[S:18][C:11]=34)=[C:2]([F:1])[CH:3]=2)=[O:41])[CH2:36][CH2:37]1. The catalyst class is: 3. (4) Reactant: [C:1]1([S:7](Cl)(=[O:9])=[O:8])[CH:6]=[CH:5][CH:4]=[CH:3][CH:2]=1.[Br:11][C:12]1[C:20]2[C:15](=[N:16][CH:17]=[C:18]([N:21]3[C:29](=[O:30])[C:28]4[C:23](=[CH:24][CH:25]=[CH:26][CH:27]=4)[C:22]3=[O:31])[CH:19]=2)[NH:14][CH:13]=1.N1C=CC=CC=1. Product: [Br:11][C:12]1[C:20]2[C:15](=[N:16][CH:17]=[C:18]([N:21]3[C:22](=[O:31])[C:23]4[C:28](=[CH:27][CH:26]=[CH:25][CH:24]=4)[C:29]3=[O:30])[CH:19]=2)[N:14]([S:7]([C:1]2[CH:6]=[CH:5][CH:4]=[CH:3][CH:2]=2)(=[O:9])=[O:8])[CH:13]=1. The catalyst class is: 64. (5) Reactant: [F:1][CH2:2][CH2:3][CH2:4][OH:5].[CH3:6][S:7](Cl)(=[O:9])=[O:8].O. Product: [F:1][CH2:2][CH2:3][CH2:4][O:5][S:7]([CH3:6])(=[O:9])=[O:8]. The catalyst class is: 2. (6) Reactant: [Cl:1][C:2]1[CH:3]=[C:4]([SH:11])[C:5](=[CH:9][CH:10]=1)[C:6]([OH:8])=O.[C:12]([C:14]1[CH:19]=[C:18]([CH2:20][CH2:21][C:22]([O:24][C:25]([CH3:28])([CH3:27])[CH3:26])=[O:23])[CH:17]=[CH:16][N:15]=1)#[N:13]. Product: [Cl:1][C:2]1[CH:10]=[CH:9][C:5]2[C:6](=[O:8])[N:13]=[C:12]([C:14]3[CH:19]=[C:18]([CH2:20][CH2:21][C:22]([O:24][C:25]([CH3:28])([CH3:27])[CH3:26])=[O:23])[CH:17]=[CH:16][N:15]=3)[S:11][C:4]=2[CH:3]=1. The catalyst class is: 17.